Dataset: Acute oral toxicity (LD50) regression data from Zhu et al.. Task: Regression/Classification. Given a drug SMILES string, predict its toxicity properties. Task type varies by dataset: regression for continuous values (e.g., LD50, hERG inhibition percentage) or binary classification for toxic/non-toxic outcomes (e.g., AMES mutagenicity, cardiotoxicity, hepatotoxicity). Dataset: ld50_zhu. (1) The compound is C=C(OP(=O)(OC)OC)P(=O)(OC)OC. The rat oral LD50 is 2.96, given as -log10 of the dose in mol/kg body weight (higher means more acutely toxic). (2) The drug is CC(=Cc1ccccc1)CC(=O)N1CCOCC1. The rat oral LD50 is 2.39, given as -log10 of the dose in mol/kg body weight (higher means more acutely toxic). (3) The compound is CCN(CC)CCSSCCN(CC)CC. The rat oral LD50 is 2.89, given as -log10 of the dose in mol/kg body weight (higher means more acutely toxic).